From a dataset of Catalyst prediction with 721,799 reactions and 888 catalyst types from USPTO. Predict which catalyst facilitates the given reaction. (1) Reactant: [Cl:1][C:2]1[C:3]([C:17]2[CH:22]=[CH:21][CH:20]=[C:19]([NH:23][CH2:24][C:25]3[CH:30]=[CH:29][CH:28]=[C:27]([F:31])[CH:26]=3)[N:18]=2)=[CH:4][C:5]([NH:8][C@@H:9]2[CH2:13][CH2:12][C@H:11]([C:14](O)=[O:15])[CH2:10]2)=[N:6][CH:7]=1.[CH3:32][NH:33][CH3:34].C1COCC1.Cl.C(N=C=NCCCN(C)C)C.N1C2C(=NC=CC=2)N(O)N=1.C(N(C(C)C)CC)(C)C. Product: [Cl:1][C:2]1[C:3]([C:17]2[CH:22]=[CH:21][CH:20]=[C:19]([NH:23][CH2:24][C:25]3[CH:30]=[CH:29][CH:28]=[C:27]([F:31])[CH:26]=3)[N:18]=2)=[CH:4][C:5]([NH:8][C@@H:9]2[CH2:13][CH2:12][C@H:11]([C:14]([N:33]([CH3:34])[CH3:32])=[O:15])[CH2:10]2)=[N:6][CH:7]=1. The catalyst class is: 9. (2) Reactant: [N:1]1[CH:6]=[CH:5][C:4]([C:7]([OH:9])=O)=[CH:3][N:2]=1.[C:10]([C:14]1[N:19]=[C:18]([N:20]2[CH2:25][CH2:24][N:23]([CH2:26][CH2:27][CH2:28][CH2:29][NH2:30])[CH2:22][CH2:21]2)[CH:17]=[C:16]([CH:31]2[CH2:34][CH2:33][CH2:32]2)[N:15]=1)([CH3:13])([CH3:12])[CH3:11].C(N(C(C)C)CC)(C)C.OC1C2N=NNC=2C=CC=1.[ClH:54].C(N=C=NCCCN(C)C)C. Product: [ClH:54].[ClH:54].[C:10]([C:14]1[N:19]=[C:18]([N:20]2[CH2:21][CH2:22][N:23]([CH2:26][CH2:27][CH2:28][CH2:29][NH:30][C:7]([C:4]3[CH:5]=[CH:6][N:1]=[N:2][CH:3]=3)=[O:9])[CH2:24][CH2:25]2)[CH:17]=[C:16]([CH:31]2[CH2:34][CH2:33][CH2:32]2)[N:15]=1)([CH3:13])([CH3:11])[CH3:12]. The catalyst class is: 4. (3) Reactant: [OH-].[Na+:2].[Cl:3][C:4]1[CH:5]=[C:6]([C:14]2[O:18][N:17]=[C:16]([C:19]3[CH:20]=[C:21]4[C:25](=[CH:26][CH:27]=3)[NH:24][C:23]([CH2:28][CH2:29][C:30]([O:32]CC)=[O:31])=[CH:22]4)[N:15]=2)[CH:7]=[CH:8][C:9]=1[O:10][CH:11]([CH3:13])[CH3:12]. Product: [Cl:3][C:4]1[CH:5]=[C:6]([C:14]2[O:18][N:17]=[C:16]([C:19]3[CH:20]=[C:21]4[C:25](=[CH:26][CH:27]=3)[NH:24][C:23]([CH2:28][CH2:29][C:30]([O-:32])=[O:31])=[CH:22]4)[N:15]=2)[CH:7]=[CH:8][C:9]=1[O:10][CH:11]([CH3:13])[CH3:12].[Na+:2]. The catalyst class is: 8. (4) Reactant: C(OC(=O)[NH:7][CH2:8][C:9]1[CH:14]=[CH:13][CH:12]=[C:11]([O:15][CH3:16])[CH:10]=1)(C)(C)C.Cl. Product: [CH3:16][O:15][C:11]1[CH:10]=[C:9]([CH:14]=[CH:13][CH:12]=1)[CH2:8][NH2:7]. The catalyst class is: 12. (5) Reactant: C(OC(=O)[NH:7][CH2:8][CH:9]1[CH2:14][CH2:13][CH2:12][CH:11]([C:15](=[O:29])[NH:16][C:17]2[CH:26]=[CH:25][CH:24]=[C:23]3[C:18]=2[CH:19]=[C:20]([O:27][CH3:28])[CH:21]=[N:22]3)[CH2:10]1)(C)(C)C.B(F)(F)F.CCOCC. Product: [CH3:28][O:27][C:20]1[CH:21]=[N:22][C:23]2[C:18]([CH:19]=1)=[C:17]([NH:16][C:15]([CH:11]1[CH2:12][CH2:13][CH2:14][CH:9]([CH2:8][NH2:7])[CH2:10]1)=[O:29])[CH:26]=[CH:25][CH:24]=2. The catalyst class is: 4. (6) Reactant: [F:1][C:2]1[CH:3]=[C:4]([OH:8])[CH:5]=[CH:6][CH:7]=1.Br[CH2:10][C:11]([NH2:13])=[O:12].C([O-])([O-])=O.[K+].[K+].C([O-])([O-])=O.[Cs+].[Cs+]. Product: [F:1][C:2]1[CH:3]=[C:4]([CH:5]=[CH:6][CH:7]=1)[O:8][CH2:10][C:11]([NH2:13])=[O:12]. The catalyst class is: 21. (7) Reactant: [Si:1]([O:8][CH2:9][CH2:10][CH2:11][N:12]1[C:17](=[O:18])[C:16]2[C:19]([CH:24]([OH:29])[CH2:25][CH:26]([CH3:28])[CH3:27])=[C:20](Cl)[N:21]=[CH:22][C:15]=2[N:14]([CH3:30])[C:13]1=[O:31])([C:4]([CH3:7])([CH3:6])[CH3:5])([CH3:3])[CH3:2].[Cl:32][C:33]1[CH:34]=[C:35](B(O)O)[CH:36]=[CH:37][CH:38]=1.[O-]P([O-])([O-])=O.[K+].[K+].[K+]. Product: [Si:1]([O:8][CH2:9][CH2:10][CH2:11][N:12]1[C:17](=[O:18])[C:16]2[C:19]([CH:24]([OH:29])[CH2:25][CH:26]([CH3:27])[CH3:28])=[C:20]([C:37]3[CH:36]=[CH:35][CH:34]=[C:33]([Cl:32])[CH:38]=3)[N:21]=[CH:22][C:15]=2[N:14]([CH3:30])[C:13]1=[O:31])([C:4]([CH3:7])([CH3:6])[CH3:5])([CH3:2])[CH3:3]. The catalyst class is: 117.